From a dataset of Merck oncology drug combination screen with 23,052 pairs across 39 cell lines. Regression. Given two drug SMILES strings and cell line genomic features, predict the synergy score measuring deviation from expected non-interaction effect. Drug 1: CN1C(=O)C=CC2(C)C3CCC4(C)C(NC(=O)OCC(F)(F)F)CCC4C3CCC12. Drug 2: COC12C(COC(N)=O)C3=C(C(=O)C(C)=C(N)C3=O)N1CC1NC12. Cell line: T47D. Synergy scores: synergy=-23.5.